From a dataset of NCI-60 drug combinations with 297,098 pairs across 59 cell lines. Regression. Given two drug SMILES strings and cell line genomic features, predict the synergy score measuring deviation from expected non-interaction effect. (1) Synergy scores: CSS=74.8, Synergy_ZIP=0.535, Synergy_Bliss=0.621, Synergy_Loewe=-47.0, Synergy_HSA=-0.881. Drug 1: CCC1=C2CN3C(=CC4=C(C3=O)COC(=O)C4(CC)O)C2=NC5=C1C=C(C=C5)O. Drug 2: C1CC(=O)NC(=O)C1N2C(=O)C3=CC=CC=C3C2=O. Cell line: MOLT-4. (2) Drug 1: C1C(C(OC1N2C=NC3=C(N=C(N=C32)Cl)N)CO)O. Drug 2: CC1=C(C=C(C=C1)C(=O)NC2=CC(=CC(=C2)C(F)(F)F)N3C=C(N=C3)C)NC4=NC=CC(=N4)C5=CN=CC=C5. Cell line: IGROV1. Synergy scores: CSS=-0.310, Synergy_ZIP=-1.35, Synergy_Bliss=-2.28, Synergy_Loewe=-3.32, Synergy_HSA=-3.22. (3) Drug 1: CC1=C2C(C(=O)C3(C(CC4C(C3C(C(C2(C)C)(CC1OC(=O)C(C(C5=CC=CC=C5)NC(=O)OC(C)(C)C)O)O)OC(=O)C6=CC=CC=C6)(CO4)OC(=O)C)OC)C)OC. Drug 2: CC(CN1CC(=O)NC(=O)C1)N2CC(=O)NC(=O)C2. Cell line: HOP-92. Synergy scores: CSS=31.9, Synergy_ZIP=1.21, Synergy_Bliss=0.602, Synergy_Loewe=-5.15, Synergy_HSA=5.73. (4) Synergy scores: CSS=58.7, Synergy_ZIP=-7.35, Synergy_Bliss=-1.61, Synergy_Loewe=-35.2, Synergy_HSA=2.06. Drug 1: CC1=CC=C(C=C1)C2=CC(=NN2C3=CC=C(C=C3)S(=O)(=O)N)C(F)(F)F. Cell line: UO-31. Drug 2: CC1C(C(CC(O1)OC2CC(CC3=C2C(=C4C(=C3O)C(=O)C5=CC=CC=C5C4=O)O)(C(=O)C)O)N)O.